This data is from NCI-60 drug combinations with 297,098 pairs across 59 cell lines. The task is: Regression. Given two drug SMILES strings and cell line genomic features, predict the synergy score measuring deviation from expected non-interaction effect. Drug 1: CC1=C(C(CCC1)(C)C)C=CC(=CC=CC(=CC(=O)O)C)C. Drug 2: COCCOC1=C(C=C2C(=C1)C(=NC=N2)NC3=CC=CC(=C3)C#C)OCCOC.Cl. Cell line: SK-MEL-5. Synergy scores: CSS=2.13, Synergy_ZIP=3.03, Synergy_Bliss=-2.89, Synergy_Loewe=-5.69, Synergy_HSA=-4.96.